This data is from Forward reaction prediction with 1.9M reactions from USPTO patents (1976-2016). The task is: Predict the product of the given reaction. (1) Given the reactants Cl.[NH2:2][C@@H:3]1[CH2:7][CH2:6][N:5]([S:8]([C:11]2[C:12]3[C:13]([Br:21])=[CH:14][N:15]=[CH:16][C:17]=3[CH:18]=[CH:19][CH:20]=2)(=[O:10])=[O:9])[CH2:4]1.Cl.N[C@H:24]1[CH2:28]CN(S(C2C3C(Br)=CN=CC=3C=CC=2)(=O)=O)[CH2:25]1, predict the reaction product. The product is: [CH2:28]([NH:2][C@@H:3]1[CH2:7][CH2:6][N:5]([S:8]([C:11]2[C:12]3[C:13]([Br:21])=[CH:14][N:15]=[CH:16][C:17]=3[CH:18]=[CH:19][CH:20]=2)(=[O:10])=[O:9])[CH2:4]1)[CH:24]=[CH2:25]. (2) Given the reactants [CH2:1]([C:3]1[C:8](=[O:9])[NH:7][C:6]([CH3:10])=[C:5]([C:11]2[CH:16]=[CH:15][C:14]([C:17]([OH:19])=O)=[CH:13][N:12]=2)[CH:4]=1)[CH3:2].[CH:20]1([NH2:25])[CH2:24][CH2:23][CH2:22][CH2:21]1, predict the reaction product. The product is: [CH:20]1([NH:25][C:17]([C:14]2[CH:15]=[CH:16][C:11]([C:5]3[CH:4]=[C:3]([CH2:1][CH3:2])[C:8](=[O:9])[NH:7][C:6]=3[CH3:10])=[N:12][CH:13]=2)=[O:19])[CH2:24][CH2:23][CH2:22][CH2:21]1. (3) Given the reactants [CH2:1]([O:5][C:6]1[NH:7][C:8]([NH2:17])=[C:9]2[C:13]([N:14]=1)=[N:12][C:11]([O:15][CH3:16])=[N:10]2)[CH2:2][CH2:3][CH3:4].[CH2:18]([N:20]1[CH2:25][CH2:24][CH:23]([CH2:26]O)[CH2:22][CH2:21]1)[CH3:19].C(P(CCCC)CCCC)CCC.N(C(N1CCCCC1)=O)=NC(N1CCCCC1)=O, predict the reaction product. The product is: [CH2:1]([O:5][C:6]1[N:14]=[C:13]2[C:9]([N:10]=[C:11]([O:15][CH3:16])[N:12]2[CH2:26][CH:23]2[CH2:24][CH2:25][N:20]([CH2:18][CH3:19])[CH2:21][CH2:22]2)=[C:8]([NH2:17])[N:7]=1)[CH2:2][CH2:3][CH3:4].